From a dataset of Reaction yield outcomes from USPTO patents with 853,638 reactions. Predict the reaction yield, written as a fraction of the theoretical maximum amount of product (1.0 means a 100% yield; for example, 0.34 means a 34% yield). The reactants are [C:1]([C:4]1[S:8][C:7]([C:9]2[CH:10]=[C:11]([Cl:30])[C:12]3[O:16][CH:15]([CH2:17][NH:18][C:19](=[O:28])/[CH:20]=[CH:21]/[C:22]4[CH:23]=[N:24][CH:25]=[CH:26][CH:27]=4)[CH2:14][C:13]=3[CH:29]=2)=[CH:6][CH:5]=1)(=[O:3])[CH3:2].CO.[BH4-].[Na+].O. The catalyst is ClCCl. The product is [Cl:30][C:11]1[C:12]2[O:16][CH:15]([CH2:17][NH:18][C:19](=[O:28])/[CH:20]=[CH:21]/[C:22]3[CH:23]=[N:24][CH:25]=[CH:26][CH:27]=3)[CH2:14][C:13]=2[CH:29]=[C:9]([C:7]2[S:8][C:4]([CH:1]([OH:3])[CH3:2])=[CH:5][CH:6]=2)[CH:10]=1. The yield is 0.290.